Predict which catalyst facilitates the given reaction. From a dataset of Catalyst prediction with 721,799 reactions and 888 catalyst types from USPTO. Reactant: [N+:1]([C:4]1[CH:12]=[CH:11][C:10]([O:13][C:14]([F:17])([F:16])[F:15])=[CH:9][C:5]=1[C:6]([OH:8])=[O:7])([O-])=O. Product: [NH2:1][C:4]1[CH:12]=[CH:11][C:10]([O:13][C:14]([F:15])([F:16])[F:17])=[CH:9][C:5]=1[C:6]([OH:8])=[O:7]. The catalyst class is: 50.